From a dataset of Forward reaction prediction with 1.9M reactions from USPTO patents (1976-2016). Predict the product of the given reaction. The product is: [Na+:51].[C:37]([C:33]1[CH:32]=[C:31]([CH:36]=[CH:35][CH:34]=1)[CH2:30][NH:29][C:28]([C:12]1[N:11]([CH:40]([CH3:42])[CH3:41])[C:10]([CH2:9][CH2:8][C@@H:7]([OH:43])[CH2:6][C@@H:5]([OH:44])[CH2:4][C:3]([O-:45])=[O:2])=[C:14]([C:15]2[CH:16]=[CH:17][C:18]([F:21])=[CH:19][CH:20]=2)[C:13]=1[C:22]1[CH:27]=[CH:26][CH:25]=[CH:24][CH:23]=1)=[O:39])#[N:38]. Given the reactants C[O:2][C:3](=[O:45])[CH2:4][C@H:5]([OH:44])[CH2:6][C@H:7]([OH:43])[CH2:8][CH2:9][C:10]1[N:11]([CH:40]([CH3:42])[CH3:41])[C:12]([C:28](=[O:39])[NH:29][CH2:30][C:31]2[CH:36]=[CH:35][CH:34]=[C:33]([C:37]#[N:38])[CH:32]=2)=[C:13]([C:22]2[CH:27]=[CH:26][CH:25]=[CH:24][CH:23]=2)[C:14]=1[C:15]1[CH:20]=[CH:19][C:18]([F:21])=[CH:17][CH:16]=1.C(O)C.O.[OH-].[Na+:51], predict the reaction product.